This data is from Reaction yield outcomes from USPTO patents with 853,638 reactions. The task is: Predict the reaction yield, written as a fraction of the theoretical maximum amount of product (1.0 means a 100% yield; for example, 0.34 means a 34% yield). (1) The reactants are N[C:2]1[C:10]([O:11][CH3:12])=[CH:9][CH:8]=[CH:7][C:3]=1[C:4]([OH:6])=[O:5].N([O-])=O.[Na+].[BrH:17]. The catalyst is O.[Cu]Br. The product is [Br:17][C:2]1[C:10]([O:11][CH3:12])=[CH:9][CH:8]=[CH:7][C:3]=1[C:4]([OH:6])=[O:5]. The yield is 0.740. (2) The reactants are [N:1]1[C:9]2[C:4](=[N:5][CH:6]=[C:7](/[CH:10]=[CH:11]/[C:12]([O-:14])=O)[CH:8]=2)[NH:3][CH:2]=1.Cl.O=C1CC2C(=CC=C(/C=C/C(O)=O)C=2)N1.[CH3:31][N:32]1[C:40]2[C:35](=[CH:36][CH:37]=[CH:38][CH:39]=2)[C:34]([CH2:41][NH:42][CH3:43])=[CH:33]1.CC1NC2C(C=1CNC)=CC=CC=2. No catalyst specified. The product is [N:1]1[C:9]2[C:4](=[N:5][CH:6]=[C:7](/[CH:10]=[CH:11]/[C:12]([N:42]([CH3:43])[CH2:41][C:34]3[C:35]4[C:40](=[CH:39][CH:38]=[CH:37][CH:36]=4)[N:32]([CH3:31])[CH:33]=3)=[O:14])[CH:8]=2)[NH:3][CH:2]=1. The yield is 0.890. (3) The reactants are C(OC([N:8]1[CH2:13][CH2:12][N:11]([C:14]2C(=O)N(CC(C)C)N=[C:18]([C:21]3[CH:26]=[CH:25][C:24](C)=C(F)C=3)[C:19]=2C)[CH2:10][CH2:9]1)=O)(C)(C)C.[CH2:34]([N:38]1[C:43](=[O:44])[C:42]([CH2:45]OS(C)(=O)=O)=[CH:41][C:40]([C:51]2[CH:56]=[CH:55][C:54]([CH3:57])=[CH:53][CH:52]=2)=[N:39]1)[CH:35]([CH3:37])[CH3:36].C(N1CCNCC1)C1C=CC=CC=1. No catalyst specified. The product is [CH2:14]([N:11]1[CH2:10][CH2:9][N:8]([CH2:45][C:42]2[C:43](=[O:44])[N:38]([CH2:34][CH:35]([CH3:37])[CH3:36])[N:39]=[C:40]([C:51]3[CH:56]=[CH:55][C:54]([CH3:57])=[CH:53][CH:52]=3)[CH:41]=2)[CH2:13][CH2:12]1)[C:19]1[CH:18]=[CH:21][CH:26]=[CH:25][CH:24]=1. The yield is 0.977. (4) The catalyst is CN(C=O)C. The yield is 0.810. The product is [CH2:1]([N:8]1[CH2:13][CH2:12][C:11](=[O:14])/[C:10](=[CH:17]\[N:18]([CH3:20])[CH3:19])/[CH2:9]1)[C:2]1[CH:3]=[CH:4][CH:5]=[CH:6][CH:7]=1. The reactants are [CH2:1]([N:8]1[CH2:13][CH2:12][C:11](=[O:14])[CH2:10][CH2:9]1)[C:2]1[CH:7]=[CH:6][CH:5]=[CH:4][CH:3]=1.CO[CH:17](OC)[N:18]([CH3:20])[CH3:19]. (5) The reactants are [C:1]([O:5][C:6]([N:8]([CH2:20][C:21]1[CH:32]=[C:31]([O:33][CH3:34])[CH:30]=[CH:29][C:22]=1[CH:23]=[CH:24][C:25]([O:27][CH3:28])=[O:26])[CH2:9][C:10]1[CH:15]=[CH:14][C:13]([C:16]([F:19])([F:18])[F:17])=[CH:12][CH:11]=1)=[O:7])([CH3:4])([CH3:3])[CH3:2]. The catalyst is CO.[Pd]. The product is [C:1]([O:5][C:6]([N:8]([CH2:20][C:21]1[CH:32]=[C:31]([O:33][CH3:34])[CH:30]=[CH:29][C:22]=1[CH2:23][CH2:24][C:25]([O:27][CH3:28])=[O:26])[CH2:9][C:10]1[CH:11]=[CH:12][C:13]([C:16]([F:17])([F:18])[F:19])=[CH:14][CH:15]=1)=[O:7])([CH3:3])([CH3:4])[CH3:2]. The yield is 0.980. (6) The reactants are [Cl:1][CH2:2][CH:3]1[C:11]2[C:10]3[CH:12]=[CH:13][CH:14]=[CH:15][C:9]=3[CH:8]=[CH:7][C:6]=2[N:5]([C:16]([O:18]C(C)(C)C)=O)[CH2:4]1.Cl.[F:24][C:25]([F:36])([F:35])C(OC(=O)[C:25]([F:36])([F:35])[F:24])=O. The catalyst is O1CCOCC1.O. The product is [Cl:1][CH2:2][CH:3]1[C:11]2[C:10]3[CH:12]=[CH:13][CH:14]=[CH:15][C:9]=3[CH:8]=[CH:7][C:6]=2[N:5]([C:16](=[O:18])[C:25]([F:36])([F:35])[F:24])[CH2:4]1. The yield is 0.920. (7) The product is [S:11]([N:1]1[CH:5]=[CH:4][CH:3]=[CH:2]1)([C:14]1[CH:20]=[CH:19][C:17]([CH3:18])=[CH:16][CH:15]=1)(=[O:13])=[O:12]. The catalyst is C1COCC1. The yield is 0.860. The reactants are [NH:1]1[CH:5]=[CH:4][CH:3]=[CH:2]1.[Li]CCCC.[S:11](Cl)([C:14]1[CH:20]=[CH:19][C:17]([CH3:18])=[CH:16][CH:15]=1)(=[O:13])=[O:12].